From a dataset of Full USPTO retrosynthesis dataset with 1.9M reactions from patents (1976-2016). Predict the reactants needed to synthesize the given product. (1) Given the product [CH2:1]([N:8]([CH2:37][C:38]([OH:40])=[O:39])[C:9]1[CH:29]=[C:28]([C:30]2[N:34]=[C:33]([CH3:35])[O:32][N:31]=2)[CH:27]=[CH:26][C:10]=1[CH2:11][NH:12][C:13](=[O:25])[C:14]1[CH:15]=[C:16]([O:23][CH3:24])[C:17]([CH3:22])=[C:18]([O:20][CH3:21])[CH:19]=1)[C:2]1[CH:7]=[CH:6][CH:5]=[CH:4][CH:3]=1, predict the reactants needed to synthesize it. The reactants are: [CH2:1]([NH:8][C:9]1[CH:29]=[C:28]([C:30]2[N:34]=[C:33]([CH3:35])[O:32][N:31]=2)[CH:27]=[CH:26][C:10]=1[CH2:11][NH:12][C:13](=[O:25])[C:14]1[CH:19]=[C:18]([O:20][CH3:21])[C:17]([CH3:22])=[C:16]([O:23][CH3:24])[CH:15]=1)[C:2]1[CH:7]=[CH:6][CH:5]=[CH:4][CH:3]=1.Br[CH2:37][C:38]([O:40]C)=[O:39].C(=O)([O-])[O-].[K+].[K+]. (2) Given the product [OH:30][C:28]([CH3:31])([CH3:29])[CH:27]([NH:26][C:11]([N:6]1[CH2:7][C:8](=[O:10])[NH:9][C:4]2[CH:3]=[C:2]([CH3:1])[CH:24]=[N:23][C:5]1=2)=[O:13])[C:32]1[CH:33]=[CH:34][C:35]([O:38][C:39]([F:40])([F:41])[F:42])=[CH:36][CH:37]=1, predict the reactants needed to synthesize it. The reactants are: [CH3:1][C:2]1[CH:24]=[N:23][C:5]2[N:6]([C:11]([O:13]C3C=CC([N+]([O-])=O)=CC=3)=O)[CH2:7][C:8](=[O:10])[NH:9][C:4]=2[CH:3]=1.Cl.[NH2:26][CH:27]([C:32]1[CH:37]=[CH:36][C:35]([O:38][C:39]([F:42])([F:41])[F:40])=[CH:34][CH:33]=1)[C:28]([CH3:31])([OH:30])[CH3:29].C(N(CC)CC)C.O. (3) Given the product [Cl:22][C:5]1[C:6]([CH2:8][CH2:9][C:10]2[CH:15]=[CH:14][CH:13]=[CH:12][C:11]=2[C:16]2([C:19]([NH2:21])=[O:20])[CH2:18][CH2:17]2)=[N:7][C:2]([NH:29][C:26]2[CH:27]=[CH:28][N:24]([CH3:23])[N:25]=2)=[N:3][CH:4]=1, predict the reactants needed to synthesize it. The reactants are: Cl[C:2]1[N:7]=[C:6]([CH2:8][CH2:9][C:10]2[CH:15]=[CH:14][CH:13]=[CH:12][C:11]=2[C:16]2([C:19]([NH2:21])=[O:20])[CH2:18][CH2:17]2)[C:5]([Cl:22])=[CH:4][N:3]=1.[CH3:23][N:24]1[CH:28]=[CH:27][C:26]([NH2:29])=[N:25]1.O.C1(C)C=CC(S(O)(=O)=O)=CC=1. (4) Given the product [CH3:15][O:14][C:12]1[CH:11]=[N:10][CH:9]=[C:8]([C:6]#[C:5][Si:2]([CH3:4])([CH3:3])[CH3:1])[CH:13]=1, predict the reactants needed to synthesize it. The reactants are: [CH3:1][Si:2]([C:5]#[CH:6])([CH3:4])[CH3:3].Br[C:8]1[CH:9]=[N:10][CH:11]=[C:12]([O:14][CH3:15])[CH:13]=1.C(N(CC)CC)C.